Task: Predict the reaction yield, written as a fraction of the theoretical maximum amount of product (1.0 means a 100% yield; for example, 0.34 means a 34% yield).. Dataset: Reaction yield outcomes from USPTO patents with 853,638 reactions (1) The reactants are [F:1][C:2]1[CH:3]=[C:4]2[C:9](=[CH:10][CH:11]=1)[N:8]=[C:7]([CH3:12])[CH:6]=[CH:5]2.[Se](=O)=[O:14]. No catalyst specified. The product is [F:1][C:2]1[CH:3]=[C:4]2[C:9](=[CH:10][CH:11]=1)[N:8]=[C:7]([CH:12]=[O:14])[CH:6]=[CH:5]2. The yield is 0.700. (2) The reactants are [CH3:1][C:2]1[C:7]([OH:8])=[CH:6][CH:5]=[CH:4][N:3]=1.[H-].[Na+].[Br:11][C:12]1[CH:13]=[C:14]([N+]([O-])=O)[C:15]([C:18]#[N:19])=[N:16][CH:17]=1.O. The catalyst is CN(C=O)C. The product is [Br:11][C:12]1[CH:13]=[C:14]([O:8][C:7]2[C:2]([CH3:1])=[N:3][CH:4]=[CH:5][CH:6]=2)[C:15]([C:18]#[N:19])=[N:16][CH:17]=1. The yield is 0.480. (3) No catalyst specified. The product is [N:36]1([S:33]([N:6]([CH2:5][C:4]([OH:42])=[O:3])[CH2:7][C:8]2[CH:13]=[CH:12][CH:11]=[C:10]([O:14][CH2:15][CH2:16][C:17]3[N:18]=[C:19]([C:23]4[CH:28]=[CH:27][C:26]([C:29]([F:31])([F:30])[F:32])=[CH:25][CH:24]=4)[O:20][C:21]=3[CH3:22])[CH:9]=2)(=[O:34])=[O:35])[CH2:41][CH2:40][O:39][CH2:38][CH2:37]1. The yield is 0.990. The reactants are C([O:3][C:4](=[O:42])[CH2:5][N:6]([S:33]([N:36]1[CH2:41][CH2:40][O:39][CH2:38][CH2:37]1)(=[O:35])=[O:34])[CH2:7][C:8]1[CH:13]=[CH:12][CH:11]=[C:10]([O:14][CH2:15][CH2:16][C:17]2[N:18]=[C:19]([C:23]3[CH:28]=[CH:27][C:26]([C:29]([F:32])([F:31])[F:30])=[CH:25][CH:24]=3)[O:20][C:21]=2[CH3:22])[CH:9]=1)C.O.[OH-].[Li+]. (4) The reactants are [F:1][C:2]1[CH:7]=[CH:6][C:5]([C:8]2[C:12]([CH:13]=O)=[CH:11][NH:10][N:9]=2)=[CH:4][CH:3]=1.[H-].[Na+].Cl[CH2:18][C:19]1[CH:38]=[CH:37][C:22]([CH2:23][O:24][C:25]2[CH:30]=[CH:29][C:28]([CH2:31][CH2:32][C:33]([O:35]C)=[O:34])=[CH:27][CH:26]=2)=[CH:21][CH:20]=1.Cl.[Br-].[CH2:41]([P+](C1C=CC=CC=1)(C1C=CC=CC=1)C1C=CC=CC=1)[C:42]1[CH:47]=[CH:46][CH:45]=[CH:44][CH:43]=1.C(=O)([O-])[O-].[K+].[K+]. The catalyst is CN(C)C=O.O1CCCC1.CO.[OH-].[Na+].O.[Pt]=O. The product is [F:1][C:2]1[CH:3]=[CH:4][C:5]([C:8]2[C:12]([CH2:13][CH2:41][C:42]3[CH:47]=[CH:46][CH:45]=[CH:44][CH:43]=3)=[CH:11][N:10]([CH2:18][C:19]3[CH:38]=[CH:37][C:22]([CH2:23][O:24][C:25]4[CH:30]=[CH:29][C:28]([CH2:31][CH2:32][C:33]([OH:35])=[O:34])=[CH:27][CH:26]=4)=[CH:21][CH:20]=3)[N:9]=2)=[CH:6][CH:7]=1. The yield is 0.160. (5) The reactants are [NH:1]([C:3]1[NH:7][N:6]=[N:5][N:4]=1)[NH2:2].[CH:8](=O)[C:9]1[CH:14]=[CH:13][CH:12]=[CH:11][CH:10]=1. The catalyst is O1CCOCC1. The product is [CH:8](=[N:2]/[NH:1][C:3]1[NH:7][N:6]=[N:5][N:4]=1)\[C:9]1[CH:14]=[CH:13][CH:12]=[CH:11][CH:10]=1. The yield is 0.340. (6) The reactants are Cl.[NH:2]([C:4]1[CH:5]=[C:6]([CH:12]=[CH:13][CH:14]=1)C(OCC)=O)[NH2:3].CC(C)(C)C(=O)CC#N.[CH3:24][CH:25]([C:28](=O)[CH:29]([CH3:31])[CH3:30])[C:26]#[N:27]. No catalyst specified. The product is [CH:29]([C:28]1[C:25]([CH3:24])=[C:26]([NH2:27])[N:2]([C:4]2[CH:14]=[CH:13][CH:12]=[CH:6][CH:5]=2)[N:3]=1)([CH3:31])[CH3:30]. The yield is 0.811. (7) The reactants are Cl.[CH3:2][N:3]1[CH:7]=[C:6]([C:8]2[N:13]=[C:12]([C:14]3[CH:15]=[N:16][N:17]([C:19]4([CH2:23][C:24]#[N:25])[CH2:22][NH:21][CH2:20]4)[CH:18]=3)[N:11]3[CH:26]=[CH:27][N:28]=[C:10]3[CH:9]=2)[CH:5]=[N:4]1.C(#N)C.C(N(CC)CC)C.[CH:39](=O)[CH2:40][CH3:41].[BH-](OC(C)=O)(OC(C)=O)OC(C)=O.[Na+]. No catalyst specified. The product is [CH3:2][N:3]1[CH:7]=[C:6]([C:8]2[N:13]=[C:12]([C:14]3[CH:15]=[N:16][N:17]([C:19]4([CH2:23][C:24]#[N:25])[CH2:22][N:21]([CH2:39][CH2:40][CH3:41])[CH2:20]4)[CH:18]=3)[N:11]3[CH:26]=[CH:27][N:28]=[C:10]3[CH:9]=2)[CH:5]=[N:4]1. The yield is 0.510. (8) The reactants are [CH:1]1([Mg]Br)[CH2:3][CH2:2]1.Br[C:7]1[CH:12]=[CH:11][CH:10]=[C:9]([CH:13]2[O:17][CH2:16][CH2:15][O:14]2)[N:8]=1.CCOC(C)=O.[Cl-].[NH4+]. The catalyst is C1COCC1.[Cl-].[Cl-].[Zn+2].C1C=CC([P]([Pd]([P](C2C=CC=CC=2)(C2C=CC=CC=2)C2C=CC=CC=2)([P](C2C=CC=CC=2)(C2C=CC=CC=2)C2C=CC=CC=2)[P](C2C=CC=CC=2)(C2C=CC=CC=2)C2C=CC=CC=2)(C2C=CC=CC=2)C2C=CC=CC=2)=CC=1. The product is [CH:1]1([C:7]2[CH:12]=[CH:11][CH:10]=[C:9]([CH:13]3[O:14][CH2:15][CH2:16][O:17]3)[N:8]=2)[CH2:3][CH2:2]1. The yield is 0.610.